From a dataset of Acute oral toxicity (LD50) regression data from Zhu et al.. Regression/Classification. Given a drug SMILES string, predict its toxicity properties. Task type varies by dataset: regression for continuous values (e.g., LD50, hERG inhibition percentage) or binary classification for toxic/non-toxic outcomes (e.g., AMES mutagenicity, cardiotoxicity, hepatotoxicity). Dataset: ld50_zhu. (1) The rat oral LD50 is 2.67, given as -log10 of the dose in mol/kg body weight (higher means more acutely toxic). The drug is CCC(C)c1ccccc1OC(N)=O. (2) The molecule is O=C(CN1CCNCC1)NC1CCCCC1. The rat oral LD50 is 1.76, given as -log10 of the dose in mol/kg body weight (higher means more acutely toxic).